This data is from Forward reaction prediction with 1.9M reactions from USPTO patents (1976-2016). The task is: Predict the product of the given reaction. (1) Given the reactants [O:1]1[CH:5]=[CH:4][CH:3]=[C:2]1[C:6]1[CH2:7][C:8]([C:11]([OH:13])=O)=[N:9][N:10]=1.[NH2:14][C:15]([CH3:32])([CH3:31])[CH2:16][N:17]1[CH:21]=[CH:20][C:19]([C:22]2[CH:29]=[CH:28][C:25]([C:26]#[N:27])=[C:24]([CH3:30])[CH:23]=2)=[N:18]1, predict the reaction product. The product is: [C:26]([C:25]1[CH:28]=[CH:29][C:22]([C:19]2[CH:20]=[CH:21][N:17]([CH2:16][C:15]([NH:14][C:11]([C:8]3[NH:9][N:10]=[C:6]([C:2]4[O:1][CH:5]=[CH:4][CH:3]=4)[CH:7]=3)=[O:13])([CH3:31])[CH3:32])[N:18]=2)=[CH:23][C:24]=1[CH3:30])#[N:27]. (2) The product is: [CH:32]1([C:35]([N:1]2[CH2:2][CH2:3][CH:4]([NH:7][C:8]([C:10]3[C:14]4[N:15]=[CH:16][N:17]=[C:18]([C:19]5[CH:24]=[CH:23][C:22]([O:25][CH3:26])=[CH:21][C:20]=5[O:27][CH2:28][CH:29]5[CH2:30][CH2:31]5)[C:13]=4[NH:12][CH:11]=3)=[O:9])[CH2:5][CH2:6]2)=[O:36])[CH2:34][CH2:33]1. Given the reactants [NH:1]1[CH2:6][CH2:5][CH:4]([NH:7][C:8]([C:10]2[C:14]3[N:15]=[CH:16][N:17]=[C:18]([C:19]4[CH:24]=[CH:23][C:22]([O:25][CH3:26])=[CH:21][C:20]=4[O:27][CH2:28][CH:29]4[CH2:31][CH2:30]4)[C:13]=3[NH:12][CH:11]=2)=[O:9])[CH2:3][CH2:2]1.[CH:32]1([C:35](Cl)=[O:36])[CH2:34][CH2:33]1, predict the reaction product. (3) The product is: [CH3:2][CH2:3]/[C:5](/[C:11]1[CH:9]=[CH:7][C:5]([OH:6])=[CH:3][CH:2]=1)=[C:7](\[C:11]1[CH:9]=[CH:7][C:5]([OH:6])=[CH:3][CH:2]=1)/[CH2:9][CH3:11]. Given the reactants O[CH2:2][C@@H:3]([C@H:5]([C@@H:7]([C@@H:9]([CH2:11]O)O)O)[OH:6])O, predict the reaction product. (4) Given the reactants C(OC([N:8]1[CH2:16][C:15]2[C:10](=[CH:11][CH:12]=[C:13]([N:17]3[CH2:22][C@@H:21]4[CH2:23][C@H:18]3[CH2:19][O:20]4)[CH:14]=2)[CH2:9]1)=O)(C)(C)C.[F:24][C:25]([F:30])([F:29])[C:26]([OH:28])=[O:27], predict the reaction product. The product is: [F:24][C:25]([F:30])([F:29])[C:26]([OH:28])=[O:27].[C@H:21]12[CH2:23][C@H:18]([N:17]([C:13]3[CH:14]=[C:15]4[C:10](=[CH:11][CH:12]=3)[CH2:9][NH:8][CH2:16]4)[CH2:22]1)[CH2:19][O:20]2. (5) Given the reactants Cl[C:2]1[C:3]([C:15]#[N:16])=[N:4][C:5]([C:9]2[CH:14]=[CH:13][CH:12]=[CH:11][CH:10]=2)=[C:6]([CH3:8])[N:7]=1.[F:17][C:18]1[CH:23]=[CH:22][C:21]([CH:24]2[CH2:29][CH2:28][NH:27][CH2:26][CH2:25]2)=[CH:20][CH:19]=1.C(N(C(C)C)C(C)C)C, predict the reaction product. The product is: [F:17][C:18]1[CH:23]=[CH:22][C:21]([CH:24]2[CH2:25][CH2:26][N:27]([C:2]3[C:3]([C:15]#[N:16])=[N:4][C:5]([C:9]4[CH:14]=[CH:13][CH:12]=[CH:11][CH:10]=4)=[C:6]([CH3:8])[N:7]=3)[CH2:28][CH2:29]2)=[CH:20][CH:19]=1. (6) Given the reactants [N:1]([CH:4]([CH:11]1[CH2:15][CH2:14][CH2:13][S:12]1)[C:5]1[O:6][C:7]([CH3:10])=[CH:8][CH:9]=1)=[N+]=[N-].[H][H], predict the reaction product. The product is: [CH3:10][C:7]1[O:6][C:5]([CH:4]([NH2:1])[CH:11]2[CH2:15][CH2:14][CH2:13][S:12]2)=[CH:9][CH:8]=1. (7) Given the reactants [Si]([O:18][C@H:19]1[CH2:24][CH2:23][C@@:22]([C@H:26]2[CH2:34][CH2:33][C@@:32]3([CH3:35])[C@@H:28]([CH2:29][CH2:30][C:31]3=[CH2:36])[C@@H:27]2[OH:37])([CH3:25])[C@@H:21]([CH2:38][CH2:39][O:40][C:41]2[N:46]=[CH:45][CH:44]=[CH:43][N:42]=2)[CH2:20]1)(C(C)(C)C)(C1C=CC=CC=1)C1C=CC=CC=1.CCCC[N+](CCCC)(CCCC)CCCC.[F-], predict the reaction product. The product is: [OH:18][C@H:19]1[CH2:24][CH2:23][C@@:22]([C@H:26]2[CH2:34][CH2:33][C@@:32]3([CH3:35])[C@@H:28]([CH2:29][CH2:30][C:31]3=[CH2:36])[C@@H:27]2[OH:37])([CH3:25])[C@@H:21]([CH2:38][CH2:39][O:40][C:41]2[N:42]=[CH:43][CH:44]=[CH:45][N:46]=2)[CH2:20]1.